Predict the reactants needed to synthesize the given product. From a dataset of Full USPTO retrosynthesis dataset with 1.9M reactions from patents (1976-2016). (1) Given the product [O:24]=[S:22]1(=[O:23])[C:16]2[CH:15]=[C:14]([O:13][C:12]3[CH:27]=[CH:28][C:9]([OH:8])=[CH:10][CH:11]=3)[CH:26]=[CH:25][C:17]=2[NH:18][CH2:19][CH2:20][NH:21]1, predict the reactants needed to synthesize it. The reactants are: C([O:8][C:9]1[CH:28]=[CH:27][C:12]([O:13][C:14]2[CH:26]=[CH:25][C:17]3[NH:18][CH2:19][CH2:20][NH:21][S:22](=[O:24])(=[O:23])[C:16]=3[CH:15]=2)=[CH:11][CH:10]=1)C1C=CC=CC=1. (2) Given the product [N:3]1[CH:4]=[CH:5][C:6]([C:8]2[C:16]3[C:11](=[N:12][CH:13]=[CH:14][C:15]=3[OH:17])[NH:10][CH:9]=2)=[N:7][CH:2]=1, predict the reactants needed to synthesize it. The reactants are: N[C:2]1[N:7]=[C:6]([C:8]2[C:16]3[C:11](=[N:12][CH:13]=[CH:14][C:15]=3[O:17]C3CCCCC3)[NH:10][CH:9]=2)[CH:5]=[CH:4][N:3]=1.NC1N=C(C2C3C(=NC=CC=3OCC3C=CC=CC=3)NC=2)C=CN=1. (3) Given the product [ClH:8].[Cl:8][C:9]1[C:10]([Cl:47])=[CH:11][C:12]2[O:17][CH2:16][C:15](=[O:18])[N:14]([CH2:19][C:20]([N:22]([CH3:45])[C@H:23]([C:30]3[CH:31]=[CH:32][C:33]([C:36]4[CH:41]=[CH:40][CH:39]=[C:38]([C:42]([NH2:44])=[O:43])[CH:37]=4)=[CH:34][CH:35]=3)[CH2:24][N:25]3[CH2:29][CH2:28][CH2:27][CH2:26]3)=[O:21])[C:13]=2[CH:46]=1, predict the reactants needed to synthesize it. The reactants are: FC(F)(F)C(O)=O.[Cl:8][C:9]1[C:10]([Cl:47])=[CH:11][C:12]2[O:17][CH2:16][C:15](=[O:18])[N:14]([CH2:19][C:20]([N:22]([CH3:45])[C@H:23]([C:30]3[CH:35]=[CH:34][C:33]([C:36]4[CH:41]=[CH:40][CH:39]=[C:38]([C:42]([NH2:44])=[O:43])[CH:37]=4)=[CH:32][CH:31]=3)[CH2:24][N:25]3[CH2:29][CH2:28][CH2:27][CH2:26]3)=[O:21])[C:13]=2[CH:46]=1.C(=O)(O)[O-].[Na+].O.